Dataset: Forward reaction prediction with 1.9M reactions from USPTO patents (1976-2016). Task: Predict the product of the given reaction. (1) Given the reactants [CH2:1]([O:3][C:4]1[CH:13]=[CH:12][C:7]2[N:8]=[C:9]([NH2:11])[S:10][C:6]=2[CH:5]=1)[CH3:2].C(N=C=NCCCN(C)C)C.ON1C2C=CC=CC=2N=N1.[CH3:35][O:36][C:37]1[CH:47]=[CH:46][C:45](/[CH:48]=[CH:49]/[C:50](=[O:63])[C:51]2[CH:56]=[C:55]([O:57][CH3:58])[C:54]([O:59][CH3:60])=[C:53]([O:61][CH3:62])[CH:52]=2)=[CH:44][C:38]=1[O:39][CH2:40][C:41](O)=[O:42], predict the reaction product. The product is: [CH2:1]([O:3][C:4]1[CH:13]=[CH:12][C:7]2[N:8]=[C:9]([NH:11][C:41](=[O:42])[CH2:40][O:39][C:38]3[CH:44]=[C:45](/[CH:48]=[CH:49]/[C:50](=[O:63])[C:51]4[CH:52]=[C:53]([O:61][CH3:62])[C:54]([O:59][CH3:60])=[C:55]([O:57][CH3:58])[CH:56]=4)[CH:46]=[CH:47][C:37]=3[O:36][CH3:35])[S:10][C:6]=2[CH:5]=1)[CH3:2]. (2) Given the reactants [CH3:1][NH:2][CH3:3].C[CH2:5][N:6](C(C)C)[CH:7](C)C.[Br:13][CH2:14][C:15]1[CH:20]=[CH:19][C:18]([S:21](Cl)(=[O:23])=[O:22])=[CH:17][CH:16]=1.[CH2:25]([Cl:27])Cl, predict the reaction product. The product is: [Br:13][CH2:14][C:15]1[CH:16]=[CH:17][C:18]([S:21]([N:2]([CH3:3])[CH3:1])(=[O:23])=[O:22])=[CH:19][CH:20]=1.[Cl:27][CH2:25][C:15]1[CH:20]=[CH:19][C:18]([S:21]([N:6]([CH3:7])[CH3:5])(=[O:23])=[O:22])=[CH:17][CH:16]=1. (3) Given the reactants [C:1]([O:5][C:6]([N:8]1[CH2:12][CH2:11][CH2:10][CH:9]1[C:13]([OH:15])=O)=[O:7])([CH3:4])([CH3:3])[CH3:2].N1C=CC=CC=1.C(Cl)(=O)C(Cl)=O.[NH2:28][C:29]1[CH:36]=[CH:35][C:32]([C:33]#[N:34])=[CH:31][CH:30]=1, predict the reaction product. The product is: [C:1]([O:5][C:6]([N:8]1[CH2:12][CH2:11][CH2:10][CH:9]1[C:13](=[O:15])[NH:28][C:29]1[CH:36]=[CH:35][C:32]([C:33]#[N:34])=[CH:31][CH:30]=1)=[O:7])([CH3:2])([CH3:3])[CH3:4]. (4) Given the reactants Br[C:2]1[CH:3]=[C:4]([CH:8]=[CH:9][N:10]=1)[C:5]([OH:7])=[O:6].C(=O)([O-])[O-].[K+].[K+].[C:17]1(B(O)O)[CH:22]=[CH:21][CH:20]=[CH:19][CH:18]=1, predict the reaction product. The product is: [C:17]1([C:2]2[CH:3]=[C:4]([CH:8]=[CH:9][N:10]=2)[C:5]([OH:7])=[O:6])[CH:22]=[CH:21][CH:20]=[CH:19][CH:18]=1. (5) Given the reactants [Cl:1][C:2]1[C:7]([C:8]([NH:10][C:11]2[CH:16]=[CH:15][C:14](OCC)=[CH:13][CH:12]=2)=[O:9])=[CH:6][CH:5]=[CH:4][N:3]=1.CCOC1C=CC(N)=CC=1.[Cl:30]C1C=CC(N)=CC=1, predict the reaction product. The product is: [Cl:1][C:2]1[C:7]([C:8]([NH:10][C:11]2[CH:16]=[CH:15][C:14]([Cl:30])=[CH:13][CH:12]=2)=[O:9])=[CH:6][CH:5]=[CH:4][N:3]=1. (6) Given the reactants [I:1][C:2]1[C:7]([C:8](OCC)=[O:9])=[C:6]([CH3:13])[N:5]=[C:4]2[N:14]([CH3:17])[CH:15]=[CH:16][C:3]=12.CC(C[AlH]CC(C)C)C.O.[OH-].[Na+], predict the reaction product. The product is: [I:1][C:2]1[C:7]([CH2:8][OH:9])=[C:6]([CH3:13])[N:5]=[C:4]2[N:14]([CH3:17])[CH:15]=[CH:16][C:3]=12. (7) The product is: [CH2:1]([C:3]1[CH:8]=[CH:7][C:6]([O:29][C:26]2[CH:25]=[CH:24][C:23]([C@H:22]3[C:15]4=[N:14][S:13](=[O:30])(=[O:12])[CH2:18][CH2:17][N:16]4[CH2:19][CH2:20][CH2:21]3)=[CH:28][CH:27]=2)=[CH:5][CH:4]=1)[CH3:2]. Given the reactants [CH2:1]([C:3]1[CH:8]=[CH:7][C:6](B(O)O)=[CH:5][CH:4]=1)[CH3:2].[O:12]=[S:13]1(=[O:30])[CH2:18][CH2:17][N:16]2[CH2:19][CH2:20][CH2:21][C@@H:22]([C:23]3[CH:28]=[CH:27][C:26]([OH:29])=[CH:25][CH:24]=3)[C:15]2=[N:14]1.N1C=CC=CC=1.C(=O)([O-])[O-].[Cs+].[Cs+], predict the reaction product. (8) Given the reactants [Br:1][C:2]1[N:3]=[C:4]([CH:12]2[CH2:17][CH2:16][NH:15][CH2:14][CH2:13]2)[N:5]2[CH:10]=[CH:9][N:8]=[C:7]([CH3:11])[C:6]=12.C(N(CC)CC)C.Cl[C:26]([O:28][CH3:29])=[O:27].O, predict the reaction product. The product is: [Br:1][C:2]1[N:3]=[C:4]([CH:12]2[CH2:17][CH2:16][N:15]([C:26]([O:28][CH3:29])=[O:27])[CH2:14][CH2:13]2)[N:5]2[CH:10]=[CH:9][N:8]=[C:7]([CH3:11])[C:6]=12. (9) Given the reactants [C:1]([C:3]1[N:8]=[N:7][C:6]([N:9]2[CH2:14][CH2:13][N:12]([C:15]3[CH:20]=[CH:19][C:18]([N:21]4[CH2:25][C@H:24]([CH2:26][OH:27])[O:23][C:22]4=[O:28])=[CH:17][C:16]=3[F:29])[CH2:11][CH2:10]2)=[CH:5][CH:4]=1)#[N:2].O[C:31]1[CH:35]=[CH:34][O:33][N:32]=1.C1(P(C2C=CC=CC=2)C2C=CC=CC=2)C=CC=CC=1.CC(OC(/N=N/C(OC(C)C)=O)=O)C, predict the reaction product. The product is: [C:1]([C:3]1[N:8]=[N:7][C:6]([N:9]2[CH2:10][CH2:11][N:12]([C:15]3[CH:20]=[CH:19][C:18]([N:21]4[CH2:25][C@H:24]([CH2:26][O:27][C:31]5[CH:35]=[CH:34][O:33][N:32]=5)[O:23][C:22]4=[O:28])=[CH:17][C:16]=3[F:29])[CH2:13][CH2:14]2)=[CH:5][CH:4]=1)#[N:2].